The task is: Regression. Given a peptide amino acid sequence and an MHC pseudo amino acid sequence, predict their binding affinity value. This is MHC class II binding data.. This data is from Peptide-MHC class II binding affinity with 134,281 pairs from IEDB. (1) The peptide sequence is SKIMKLPKLPISNGK. The MHC is DRB1_0701 with pseudo-sequence DRB1_0701. The binding affinity (normalized) is 0. (2) The peptide sequence is NDAIKASTGGAYESY. The MHC is DRB1_1501 with pseudo-sequence DRB1_1501. The binding affinity (normalized) is 0.359. (3) The peptide sequence is FVQALTTAAASYASV. The MHC is DRB1_0101 with pseudo-sequence DRB1_0101. The binding affinity (normalized) is 0.889. (4) The peptide sequence is IKTLKFDALSGSQEV. The MHC is DRB1_0301 with pseudo-sequence DRB1_0301. The binding affinity (normalized) is 0.744. (5) The peptide sequence is SQDLELSWNLNGLQCY. The MHC is HLA-DQA10301-DQB10302 with pseudo-sequence HLA-DQA10301-DQB10302. The binding affinity (normalized) is 0.363. (6) The peptide sequence is FIRINNLKVKMAQED. The MHC is DRB1_0101 with pseudo-sequence DRB1_0101. The binding affinity (normalized) is 0.953. (7) The peptide sequence is VCGMFTNRSGSQQ. The MHC is HLA-DQA10501-DQB10201 with pseudo-sequence HLA-DQA10501-DQB10201. The binding affinity (normalized) is 0.